This data is from Full USPTO retrosynthesis dataset with 1.9M reactions from patents (1976-2016). The task is: Predict the reactants needed to synthesize the given product. (1) Given the product [CH2:7]([N:14]1[CH2:21][CH2:20][CH:19]2[CH2:23][CH:15]1[CH2:16][C:17]1[CH:27]=[CH:26][CH:25]=[N:24][C:18]=12)[C:8]1[CH:13]=[CH:12][CH:11]=[CH:10][CH:9]=1, predict the reactants needed to synthesize it. The reactants are: [H-].[H-].[H-].[H-].[Li+].[Al+3].[CH2:7]([N:14]1[C:21](=O)[CH2:20][CH:19]2[CH2:23][CH:15]1[CH2:16][C:17]1[CH:27]=[CH:26][CH:25]=[N:24][C:18]=12)[C:8]1[CH:13]=[CH:12][CH:11]=[CH:10][CH:9]=1. (2) Given the product [Cl:6][C:7]1[CH:12]=[CH:11][CH:10]=[CH:9][C:8]=1[CH:13]([N:15]1[C:21]2[CH:22]=[C:23]([B:30]3[O:34][C:33]([CH3:36])([CH3:35])[C:32]([CH3:38])([CH3:37])[O:31]3)[S:24][C:20]=2[C:19](=[O:25])[NH:18][CH2:17][CH2:16]1)[CH3:14], predict the reactants needed to synthesize it. The reactants are: [Li]CCCC.[Cl:6][C:7]1[CH:12]=[CH:11][CH:10]=[CH:9][C:8]=1[CH:13]([N:15]1[C:21]2[CH:22]=[CH:23][S:24][C:20]=2[C:19](=[O:25])[NH:18][CH2:17][CH2:16]1)[CH3:14].C(O[B:30]1[O:34][C:33]([CH3:36])([CH3:35])[C:32]([CH3:38])([CH3:37])[O:31]1)(C)C.Cl. (3) Given the product [CH3:1][O:2][C:3]1[CH:12]=[C:11]2[C:6]([C:7](=[O:13])[CH:8]=[CH:9][NH:10]2)=[CH:5][C:4]=1[C:24]1[N:29]=[N:28][C:27]([N:30]([CH3:41])[CH:31]2[CH2:36][C:35]([CH3:37])([CH3:38])[NH:34][C:33]([CH3:40])([CH3:39])[CH2:32]2)=[CH:26][CH:25]=1, predict the reactants needed to synthesize it. The reactants are: [CH3:1][O:2][C:3]1[CH:12]=[C:11]2[C:6]([C:7](=[O:13])[CH:8]=[CH:9][NH:10]2)=[CH:5][C:4]=1B1OC(C)(C)C(C)(C)O1.Cl[C:24]1[N:29]=[N:28][C:27]([N:30]([CH3:41])[CH:31]2[CH2:36][C:35]([CH3:38])([CH3:37])[NH:34][C:33]([CH3:40])([CH3:39])[CH2:32]2)=[CH:26][CH:25]=1.C([O-])([O-])=O.[Na+].[Na+]. (4) Given the product [C:36]([NH:2][C@@H:3]1[CH2:8][CH2:7][C@H:6]([NH:9][C:10]([C:12]2[C:16]3=[N:17][CH:18]=[CH:19][C:20]([C:21]4[C:29]5[O:28][CH2:27][O:26][C:25]=5[CH:24]=[CH:23][C:22]=4[O:30][CH2:31][CH:32]4[CH2:33][CH2:34]4)=[C:15]3[NH:14][C:13]=2[CH3:35])=[O:11])[CH2:5][CH2:4]1)(=[O:38])[CH3:37], predict the reactants needed to synthesize it. The reactants are: Cl.[NH2:2][C@@H:3]1[CH2:8][CH2:7][C@H:6]([NH:9][C:10]([C:12]2[C:16]3=[N:17][CH:18]=[CH:19][C:20]([C:21]4[C:29]5[O:28][CH2:27][O:26][C:25]=5[CH:24]=[CH:23][C:22]=4[O:30][CH2:31][CH:32]4[CH2:34][CH2:33]4)=[C:15]3[NH:14][C:13]=2[CH3:35])=[O:11])[CH2:5][CH2:4]1.[C:36](Cl)(=[O:38])[CH3:37].